From a dataset of Catalyst prediction with 721,799 reactions and 888 catalyst types from USPTO. Predict which catalyst facilitates the given reaction. (1) Reactant: [Li:1]CCCC.[CH3:6][Si:7]([NH:10][Si:11]([CH3:14])([CH3:13])[CH3:12])([CH3:9])[CH3:8].C1(P(C2CCCCC2)C2C=CC=CC=2C2C=CC=CC=2N(C)C)CCCCC1.[C:43]([O:47][C:48](=[O:50])[CH3:49])([CH3:46])([CH3:45])[CH3:44].[Cl:51][C:52]1[CH:53]=[C:54]([C:59]([F:62])([F:61])[F:60])[CH:55]=[CH:56][C:57]=1I. Product: [Li+:1].[CH3:6][Si:7]([N-:10][Si:11]([CH3:14])([CH3:13])[CH3:12])([CH3:9])[CH3:8].[C:43]([O:47][C:48](=[O:50])[CH2:49][C:57]1[CH:56]=[CH:55][C:54]([C:59]([F:62])([F:61])[F:60])=[CH:53][C:52]=1[Cl:51])([CH3:46])([CH3:45])[CH3:44]. The catalyst class is: 101. (2) Reactant: [NH2:1][C:2]1[O:6][CH:5]([C:7]2[CH:12]=[CH:11][C:10]([F:13])=[CH:9][C:8]=2[F:14])[C:4](=[O:15])[C:3]=1[OH:16].C(N(CC)CC)C.[C:24]1([CH2:30][S:31](Cl)(=[O:33])=[O:32])[CH:29]=[CH:28][CH:27]=[CH:26][CH:25]=1.[Cl-].[NH4+]. Product: [F:14][C:8]1[CH:9]=[C:10]([F:13])[CH:11]=[CH:12][C:7]=1[CH:5]1[C:4](=[O:15])[C:3]([O:16][S:31]([CH2:30][C:24]2[CH:29]=[CH:28][CH:27]=[CH:26][CH:25]=2)(=[O:33])=[O:32])=[C:2]([NH2:1])[O:6]1. The catalyst class is: 1. (3) The catalyst class is: 12. Product: [CH3:1][O:2][C:3]([C:5]1[N:6]([CH3:17])[C:7]2[C:15]([CH:16]=1)=[CH:14][CH:13]=[C:12]1[C:8]=2[CH:9]=[N:10][NH:11]1)=[O:4]. Reactant: [CH3:1][O:2][C:3]([C:5]1[N:6]([CH3:17])[C:7]2[C:8]3[CH:9]=[N:10][NH:11][C:12]=3[CH2:13][CH2:14][C:15]=2[CH:16]=1)=[O:4].C(C1C(=O)C(Cl)=C(Cl)C(=O)C=1C#N)#N. (4) Reactant: [C:1]([NH:4][CH2:5][CH2:6][C:7]1[CH:43]=[CH:42][C:41]([F:44])=[CH:40][C:8]=1[O:9][CH2:10][CH2:11][O:12][CH:13]1[CH:18]([C:19]2[CH:24]=[CH:23][C:22]([O:25]CC3C=CC=CC=3)=[CH:21][CH:20]=2)[CH2:17][CH2:16][N:15]([C:33]([O:35][C:36]([CH3:39])([CH3:38])[CH3:37])=[O:34])[CH2:14]1)(=[O:3])[CH3:2]. Product: [C:1]([NH:4][CH2:5][CH2:6][C:7]1[CH:43]=[CH:42][C:41]([F:44])=[CH:40][C:8]=1[O:9][CH2:10][CH2:11][O:12][CH:13]1[CH:18]([C:19]2[CH:24]=[CH:23][C:22]([OH:25])=[CH:21][CH:20]=2)[CH2:17][CH2:16][N:15]([C:33]([O:35][C:36]([CH3:37])([CH3:38])[CH3:39])=[O:34])[CH2:14]1)(=[O:3])[CH3:2]. The catalyst class is: 78. (5) Reactant: [CH:1]([C@H:5]1[C@@H:14]([NH:15]C(=O)[O-])[CH2:13][CH2:12][C:7]2([O:11][CH2:10][CH2:9][O:8]2)[CH2:6]1)=[CH:2][CH2:3][CH3:4]. Product: [CH2:1]([C@H:5]1[C@@H:14]([NH2:15])[CH2:13][CH2:12][C:7]2([O:8][CH2:9][CH2:10][O:11]2)[CH2:6]1)[CH2:2][CH2:3][CH3:4]. The catalyst class is: 19.